Predict the reactants needed to synthesize the given product. From a dataset of Full USPTO retrosynthesis dataset with 1.9M reactions from patents (1976-2016). Given the product [C:22]([C:19]1[CH:20]=[CH:21][C:16]([CH2:15][NH:14][C:12](=[O:13])[CH2:11][N:8]2[C:7]3[C:2]([N:29]([CH3:28])[CH3:26])=[CH:3][CH:4]=[CH:5][C:6]=3[N:10]=[CH:9]2)=[CH:17][CH:18]=1)([CH3:25])([CH3:24])[CH3:23], predict the reactants needed to synthesize it. The reactants are: N[C:2]1[C:7]2[N:8]([CH2:11][C:12]([NH:14][CH2:15][C:16]3[CH:21]=[CH:20][C:19]([C:22]([CH3:25])([CH3:24])[CH3:23])=[CH:18][CH:17]=3)=[O:13])[CH:9]=[N:10][C:6]=2[CH:5]=[CH:4][CH:3]=1.[CH2:26]=O.[C:28]([BH3-])#[N:29].[Na+].